Dataset: Reaction yield outcomes from USPTO patents with 853,638 reactions. Task: Predict the reaction yield, written as a fraction of the theoretical maximum amount of product (1.0 means a 100% yield; for example, 0.34 means a 34% yield). (1) The reactants are [CH3:1][C:2]1[CH:7]=[C:6](/[CH:8]=[CH:9]/[C:10]([O:12][C:13]([CH3:16])([CH3:15])[CH3:14])=[O:11])[CH:5]=[CH:4][N:3]=1. The catalyst is CO.[C].[Pd]. The product is [CH3:1][C:2]1[CH:7]=[C:6]([CH2:8][CH2:9][C:10]([O:12][C:13]([CH3:16])([CH3:15])[CH3:14])=[O:11])[CH:5]=[CH:4][N:3]=1. The yield is 0.990. (2) The reactants are Cl[C:2]1[CH:7]=[CH:6][CH:5]=[C:4]([Cl:8])[N:3]=1.[NH:9]1[CH2:13][CH2:12][CH2:11][CH2:10]1.C([O-])([O-])=O.[Cs+].[Cs+]. The catalyst is CN(C=O)C. The product is [Cl:8][C:4]1[CH:5]=[CH:6][CH:7]=[C:2]([N:9]2[CH2:13][CH2:12][CH2:11][CH2:10]2)[N:3]=1. The yield is 0.900. (3) The reactants are [CH3:1][N:2]([CH3:13])/[C:3](/SC)=[N:4]/[C:5](=O)[CH:6]=[C:7]([CH3:9])[CH3:8].[CH3:14][NH:15][NH2:16]. The catalyst is C(OCC)(=O)C. The product is [CH3:1][N:2]([CH3:13])[C:3]1[N:4]=[C:5]([CH:6]=[C:7]([CH3:9])[CH3:8])[N:15]([CH3:14])[N:16]=1. The yield is 0.380. (4) The reactants are Br[C:2]1[N:3]=[CH:4][C:5]([NH2:14])=[N:6][C:7]=1[C:8]1[CH:9]=[N:10][CH:11]=[CH:12][CH:13]=1.[Cl:15][C:16]1[CH:17]=[N:18][CH:19]=[CH:20][C:21]=1B1OC(C)(C)C(C)(C)O1.C(=O)([O-])[O-].[Cs+].[Cs+]. The catalyst is O1CCOCC1.O. The product is [Cl:15][C:16]1[CH:17]=[N:18][CH:19]=[CH:20][C:21]=1[C:2]1[N:3]=[CH:4][C:5]([NH2:14])=[N:6][C:7]=1[C:8]1[CH:9]=[N:10][CH:11]=[CH:12][CH:13]=1. The yield is 0.480. (5) The reactants are [F:1][C:2]1[CH:3]=[C:4]([CH:9]=[CH:10][C:11]=1[C:12]1[CH:13]=[N:14][C:15]([O:18][CH2:19][CH:20]2[CH2:25][CH2:24][N:23]([CH2:26][C:27]3([C:31]([F:34])([F:33])[F:32])[CH2:30][CH2:29][CH2:28]3)[CH2:22][CH2:21]2)=[N:16][CH:17]=1)[C:5]([O:7]C)=[O:6].O[Li].O. The catalyst is C1COCC1. The product is [F:1][C:2]1[CH:3]=[C:4]([CH:9]=[CH:10][C:11]=1[C:12]1[CH:13]=[N:14][C:15]([O:18][CH2:19][CH:20]2[CH2:21][CH2:22][N:23]([CH2:26][C:27]3([C:31]([F:34])([F:32])[F:33])[CH2:28][CH2:29][CH2:30]3)[CH2:24][CH2:25]2)=[N:16][CH:17]=1)[C:5]([OH:7])=[O:6]. The yield is 0.860. (6) The reactants are [C:1]([NH:4][C:5]1[CH:6]=[C:7]([OH:11])[CH:8]=[CH:9][CH:10]=1)(=[O:3])[CH3:2].[CH2:12]([NH:14][CH2:15][CH3:16])[CH3:13].[CH2:17]=O. The catalyst is C(O)C. The product is [CH2:12]([N:14]([CH2:17][C:8]1[CH:9]=[CH:10][C:5]([NH:4][C:1](=[O:3])[CH3:2])=[CH:6][C:7]=1[OH:11])[CH2:15][CH3:16])[CH3:13]. The yield is 0.530.